From a dataset of Reaction yield outcomes from USPTO patents with 853,638 reactions. Predict the reaction yield, written as a fraction of the theoretical maximum amount of product (1.0 means a 100% yield; for example, 0.34 means a 34% yield). (1) The reactants are [CH2:1]([S:8][CH2:9][CH2:10][CH2:11][CH2:12][CH2:13][CH2:14]/[CH:15]=[CH:16]/[C@H:17]([C:27](N1[C@@H](C(C)C)C(C2C=CC=CC=2)(C2C=CC=CC=2)SC1=O)=[O:28])[C@@:18]([OH:26])([CH2:22][CH2:23][O:24][CH3:25])[C:19]([O-:21])=[O:20])[CH2:2][CH2:3][CH2:4][CH2:5][CH2:6][CH3:7].[NH2:50][C@@H:51]([CH2:56][C:57]1[CH:62]=[CH:61][C:60]([O:63][CH2:64][C:65]#[C:66][CH3:67])=[CH:59][CH:58]=1)[C:52]([O:54][CH3:55])=[O:53]. The catalyst is ClCCl. The product is [CH2:64]([O:63][C:60]1[CH:59]=[CH:58][C:57]([CH2:56][C@H:51]([NH:50][C:27]([C@@H:17](/[CH:16]=[CH:15]/[CH2:14][CH2:13][CH2:12][CH2:11][CH2:10][CH2:9][S:8][CH2:1][CH2:2][CH2:3][CH2:4][CH2:5][CH2:6][CH3:7])[C@@:18]([OH:26])([CH2:22][CH2:23][O:24][CH3:25])[C:19]([O:21][C:17]([CH3:27])([CH3:18])[CH3:16])=[O:20])=[O:28])[C:52]([O:54][CH3:55])=[O:53])=[CH:62][CH:61]=1)[C:65]#[C:66][CH3:67]. The yield is 0.800. (2) The reactants are [OH:1][CH:2]1[CH2:7][CH2:6][N:5]([CH3:8])[CH2:4][CH2:3]1.C(OC(N=NC(OC(C)(C)C)=O)=O)(C)(C)C.C1(P(C2C=CC=CC=2)C2C=CC=CC=2)C=CC=CC=1.[Cl:44][C:45]1[N:50]=[CH:49][C:48](O)=[CH:47][N:46]=1. The catalyst is O1CCCC1.C(OCC)(=O)C. The product is [Cl:44][C:45]1[N:50]=[CH:49][C:48]([O:1][CH:2]2[CH2:7][CH2:6][N:5]([CH3:8])[CH2:4][CH2:3]2)=[CH:47][N:46]=1. The yield is 0.870. (3) No catalyst specified. The reactants are CS(O[C@H:6]([C:21]1[CH:26]=[CH:25][CH:24]=[CH:23][CH:22]=1)[C@H:7]1[O:12][CH2:11][CH2:10][N:9]([C@@H:13]([C:15]2[CH:20]=[CH:19][CH:18]=[CH:17][CH:16]=2)[CH3:14])[CH2:8]1)(=O)=O.C(=O)([O-])[O-].[K+].[K+].[F:33][C:34]([F:43])([F:42])[C:35]1[CH:40]=[CH:39][CH:38]=[CH:37][C:36]=1[SH:41]. The yield is 0.710. The product is [C:15]1([C@H:13]([N:9]2[CH2:10][CH2:11][O:12][C@H:7]([C@H:6]([C:21]3[CH:26]=[CH:25][CH:24]=[CH:23][CH:22]=3)[S:41][C:36]3[CH:37]=[CH:38][CH:39]=[CH:40][C:35]=3[C:34]([F:33])([F:42])[F:43])[CH2:8]2)[CH3:14])[CH:16]=[CH:17][CH:18]=[CH:19][CH:20]=1. (4) The reactants are Br[C:2]1[CH:23]=[CH:22][C:5]([C:6]([NH:8][S:9]([C:12]2[CH:17]=[CH:16][CH:15]=[CH:14][C:13]=2[S:18](=[O:21])(=[O:20])[NH2:19])(=[O:11])=[O:10])=[O:7])=[CH:4][C:3]=1[O:24][CH:25]([CH3:27])[CH3:26].[C:28]([CH:30]1[CH2:32][CH2:31]1)#[CH:29]. No catalyst specified. The product is [CH:30]1([C:28]#[C:29][C:2]2[CH:23]=[CH:22][C:5]([C:6]([NH:8][S:9]([C:12]3[CH:17]=[CH:16][CH:15]=[CH:14][C:13]=3[S:18](=[O:21])(=[O:20])[NH2:19])(=[O:11])=[O:10])=[O:7])=[CH:4][C:3]=2[O:24][CH:25]([CH3:27])[CH3:26])[CH2:32][CH2:31]1. The yield is 0.160.